From a dataset of Reaction yield outcomes from USPTO patents with 853,638 reactions. Predict the reaction yield, written as a fraction of the theoretical maximum amount of product (1.0 means a 100% yield; for example, 0.34 means a 34% yield). The reactants are [C:1]([N:9]1[CH2:22][CH2:21][C:20]2[C:19]3[C:18]([C:23]4[CH:28]=[CH:27][CH:26]=[CH:25][C:24]=4[OH:29])=[CH:17][CH:16]=[CH:15][C:14]=3[NH:13][C:12]=2[CH2:11][CH2:10]1)(=[O:8])[C:2]1[CH:7]=[CH:6][CH:5]=[CH:4][CH:3]=1.I[CH2:31][CH2:32][CH3:33].C(OCC)(=O)C.CCCCCC. The catalyst is CC(C)=O. The product is [C:1]([N:9]1[CH2:22][CH2:21][C:20]2[C:19]3[C:18]([C:23]4[CH:28]=[CH:27][CH:26]=[CH:25][C:24]=4[O:29][CH2:31][CH2:32][CH3:33])=[CH:17][CH:16]=[CH:15][C:14]=3[NH:13][C:12]=2[CH2:11][CH2:10]1)(=[O:8])[C:2]1[CH:3]=[CH:4][CH:5]=[CH:6][CH:7]=1. The yield is 0.700.